Task: Predict which catalyst facilitates the given reaction.. Dataset: Catalyst prediction with 721,799 reactions and 888 catalyst types from USPTO (1) Reactant: [NH2:1][CH2:2][CH2:3][N:4]1[CH2:9][CH2:8][S:7](=[O:11])(=[O:10])[CH2:6][CH2:5]1.C(N(CC)CC)C.[N+:19]([C:22]1[CH:27]=[CH:26][CH:25]=[CH:24][C:23]=1[S:28](Cl)(=[O:30])=[O:29])([O-:21])=[O:20]. Product: [O:10]=[S:7]1(=[O:11])[CH2:8][CH2:9][N:4]([CH2:3][CH2:2][NH:1][S:28]([C:23]2[CH:24]=[CH:25][CH:26]=[CH:27][C:22]=2[N+:19]([O-:21])=[O:20])(=[O:29])=[O:30])[CH2:5][CH2:6]1. The catalyst class is: 2. (2) Product: [CH3:29][N:30]([CH2:32][C:33]1[CH:38]=[CH:37][C:36]([C:2]2[CH:3]=[C:4]3[C:8](=[C:9]([C:11]([NH:13][CH2:14][C:15]4[C:16](=[O:23])[NH:17][C:18]([CH3:22])=[CH:19][C:20]=4[CH3:21])=[O:12])[CH:10]=2)[N:7]([CH3:24])[CH:6]=[C:5]3[CH:25]([CH3:26])[CH3:27])=[CH:35][CH:34]=1)[CH3:31]. Reactant: Br[C:2]1[CH:3]=[C:4]2[C:8](=[C:9]([C:11]([NH:13][CH2:14][C:15]3[C:16](=[O:23])[NH:17][C:18]([CH3:22])=[CH:19][C:20]=3[CH3:21])=[O:12])[CH:10]=1)[N:7]([CH3:24])[CH:6]=[C:5]2[CH:25]([CH3:27])[CH3:26].Cl.[CH3:29][N:30]([CH2:32][C:33]1[CH:38]=[CH:37][C:36](B2OC(C)(C)C(C)(C)O2)=[CH:35][CH:34]=1)[CH3:31].P([O-])([O-])([O-])=O.[K+].[K+].[K+].O1CCOCC1. The catalyst class is: 34. (3) Reactant: [CH3:1][C:2]1[CH:3]=[C:4]([CH:19]=[C:20]([CH3:31])[C:21]=1[N:22]1[CH:26]=[C:25]([C:27]([F:30])([F:29])[F:28])[CH:24]=[N:23]1)[O:5][C@H:6]([C:10]1[CH:18]=[CH:17][C:13]([C:14]([OH:16])=O)=[CH:12][CH:11]=1)[CH2:7][CH2:8][CH3:9].Cl.[NH2:33][CH2:34][CH2:35][C:36]([O:38][CH2:39][CH3:40])=[O:37].F[P-](F)(F)(F)(F)F.N1(OC(N(C)C)=[N+](C)C)C2N=CC=CC=2N=N1.C(N(C(C)C)CC)(C)C. Product: [CH3:1][C:2]1[CH:3]=[C:4]([CH:19]=[C:20]([CH3:31])[C:21]=1[N:22]1[CH:26]=[C:25]([C:27]([F:28])([F:29])[F:30])[CH:24]=[N:23]1)[O:5][C@H:6]([C:10]1[CH:11]=[CH:12][C:13]([C:14]([NH:33][CH2:34][CH2:35][C:36]([O:38][CH2:39][CH3:40])=[O:37])=[O:16])=[CH:17][CH:18]=1)[CH2:7][CH2:8][CH3:9]. The catalyst class is: 9. (4) Reactant: [C:1]([O:5][C:6]([N:8]1[C:12](=[O:13])[CH2:11][CH2:10][C@H:9]1[C:14]([O:16][C:17]([CH3:20])([CH3:19])[CH3:18])=[O:15])=[O:7])([CH3:4])([CH3:3])[CH3:2].[CH3:21][Si](C)(C)[N-][Si](C)(C)C.[Li+].CI. Product: [C:1]([O:5][C:6]([N:8]1[C:12](=[O:13])[CH:11]([CH3:21])[CH2:10][C@H:9]1[C:14]([O:16][C:17]([CH3:20])([CH3:19])[CH3:18])=[O:15])=[O:7])([CH3:4])([CH3:3])[CH3:2]. The catalyst class is: 1. (5) Reactant: N#N.[CH3:3][O:4][C:5]1[CH:10]=[CH:9][C:8]([C:11]2([C:14](O)=[O:15])[CH2:13][CH2:12]2)=[CH:7][CH:6]=1.[H-].[H-].[H-].[H-].[Li+].[Al+3].Cl. Product: [CH3:3][O:4][C:5]1[CH:10]=[CH:9][C:8]([C:11]2([CH2:14][OH:15])[CH2:13][CH2:12]2)=[CH:7][CH:6]=1. The catalyst class is: 20. (6) Reactant: Br[C:2]1[CH:3]=[CH:4][C:5]2[N:6]([C:8]([CH:11]=[O:12])=[CH:9][N:10]=2)[CH:7]=1.N1C=CC=C(C2C=CC3N(C(C=O)=CN=3)C=2)C=1.[CH3:30][O:31][C:32]1[N:37]=[C:36]([O:38][CH3:39])[C:35](B(O)O)=[CH:34][N:33]=1.C([O-])([O-])=O.[Na+].[Na+]. Product: [CH3:30][O:31][C:32]1[N:37]=[C:36]([O:38][CH3:39])[C:35]([C:2]2[CH:3]=[CH:4][C:5]3[N:6]([C:8]([CH:11]=[O:12])=[CH:9][N:10]=3)[CH:7]=2)=[CH:34][N:33]=1. The catalyst class is: 399. (7) Reactant: Cl[C:2]1[CH:3]=[CH:4][C:5]2[N:6]([C:8]([C:11]([F:14])([F:13])[F:12])=[N:9][N:10]=2)[N:7]=1.[NH:15]1[CH2:20][CH2:19][CH:18]([C:21]2[C:29]3[C:24](=[CH:25][CH:26]=[CH:27][CH:28]=3)[NH:23][CH:22]=2)[CH2:17][CH2:16]1.CCN(C(C)C)C(C)C. Product: [NH:23]1[C:24]2[C:29](=[CH:28][CH:27]=[CH:26][CH:25]=2)[C:21]([CH:18]2[CH2:19][CH2:20][N:15]([C:2]3[CH:3]=[CH:4][C:5]4[N:6]([C:8]([C:11]([F:14])([F:13])[F:12])=[N:9][N:10]=4)[N:7]=3)[CH2:16][CH2:17]2)=[CH:22]1. The catalyst class is: 3.